From a dataset of Full USPTO retrosynthesis dataset with 1.9M reactions from patents (1976-2016). Predict the reactants needed to synthesize the given product. Given the product [O:1]1[CH2:6][CH2:5][N:4]([CH2:7][CH2:8][O:9][C:10]2[CH:15]=[CH:14][C:13]([C:16]3[CH:17]=[CH:18][C:19]([CH2:22][C:23]([O:37][CH3:36])=[O:30])=[N:20][CH:21]=3)=[CH:12][CH:11]=2)[CH2:3][CH2:2]1, predict the reactants needed to synthesize it. The reactants are: [O:1]1[CH2:6][CH2:5][N:4]([CH2:7][CH2:8][O:9][C:10]2[CH:15]=[CH:14][C:13]([C:16]3[CH:17]=[CH:18][C:19]([CH2:22][C:23]#N)=[N:20][CH:21]=3)=[CH:12][CH:11]=2)[CH2:3][CH2:2]1.OS(O)(=O)=O.[O-:30]S([O-])(=O)=O.[Mg+2].[C:36]([O-])([O-])=[O:37].[K+].[K+].